This data is from NCI-60 drug combinations with 297,098 pairs across 59 cell lines. The task is: Regression. Given two drug SMILES strings and cell line genomic features, predict the synergy score measuring deviation from expected non-interaction effect. (1) Cell line: DU-145. Synergy scores: CSS=57.5, Synergy_ZIP=11.1, Synergy_Bliss=8.42, Synergy_Loewe=-33.6, Synergy_HSA=8.00. Drug 1: CC1=C2C(C(=O)C3(C(CC4C(C3C(C(C2(C)C)(CC1OC(=O)C(C(C5=CC=CC=C5)NC(=O)OC(C)(C)C)O)O)OC(=O)C6=CC=CC=C6)(CO4)OC(=O)C)OC)C)OC. Drug 2: C1CN(P(=O)(OC1)NCCCl)CCCl. (2) Drug 1: CC12CCC3C(C1CCC2=O)CC(=C)C4=CC(=O)C=CC34C. Drug 2: C(=O)(N)NO. Cell line: NCI-H460. Synergy scores: CSS=29.9, Synergy_ZIP=-2.45, Synergy_Bliss=3.19, Synergy_Loewe=-3.27, Synergy_HSA=5.48. (3) Drug 1: CC(CN1CC(=O)NC(=O)C1)N2CC(=O)NC(=O)C2. Drug 2: C1CN(CCN1C(=O)CCBr)C(=O)CCBr. Cell line: CCRF-CEM. Synergy scores: CSS=68.3, Synergy_ZIP=-1.67, Synergy_Bliss=-1.03, Synergy_Loewe=-3.86, Synergy_HSA=1.71. (4) Drug 1: CC(C1=C(C=CC(=C1Cl)F)Cl)OC2=C(N=CC(=C2)C3=CN(N=C3)C4CCNCC4)N. Drug 2: CN(CCCl)CCCl.Cl. Cell line: UACC62. Synergy scores: CSS=14.6, Synergy_ZIP=-0.506, Synergy_Bliss=0.954, Synergy_Loewe=-6.12, Synergy_HSA=-0.541. (5) Drug 1: C1=C(C(=O)NC(=O)N1)N(CCCl)CCCl. Drug 2: C1C(C(OC1N2C=C(C(=O)NC2=O)F)CO)O. Cell line: SK-MEL-5. Synergy scores: CSS=39.0, Synergy_ZIP=-8.52, Synergy_Bliss=-5.06, Synergy_Loewe=-7.27, Synergy_HSA=-0.717. (6) Drug 1: CC(C1=C(C=CC(=C1Cl)F)Cl)OC2=C(N=CC(=C2)C3=CN(N=C3)C4CCNCC4)N. Drug 2: CC1=C(C(CCC1)(C)C)C=CC(=CC=CC(=CC(=O)O)C)C. Cell line: RPMI-8226. Synergy scores: CSS=51.1, Synergy_ZIP=7.79, Synergy_Bliss=9.98, Synergy_Loewe=-4.01, Synergy_HSA=6.62. (7) Drug 1: C1CCN(CC1)CCOC2=CC=C(C=C2)C(=O)C3=C(SC4=C3C=CC(=C4)O)C5=CC=C(C=C5)O. Drug 2: CC1C(C(CC(O1)OC2CC(CC3=C2C(=C4C(=C3O)C(=O)C5=C(C4=O)C(=CC=C5)OC)O)(C(=O)C)O)N)O.Cl. Cell line: M14. Synergy scores: CSS=7.96, Synergy_ZIP=3.37, Synergy_Bliss=3.29, Synergy_Loewe=-18.9, Synergy_HSA=1.05. (8) Drug 1: CN(C)N=NC1=C(NC=N1)C(=O)N. Drug 2: CC1=C(C(CCC1)(C)C)C=CC(=CC=CC(=CC(=O)O)C)C. Cell line: T-47D. Synergy scores: CSS=7.24, Synergy_ZIP=-4.24, Synergy_Bliss=-5.26, Synergy_Loewe=-13.6, Synergy_HSA=-5.06. (9) Drug 1: CC1=C2C(C(=O)C3(C(CC4C(C3C(C(C2(C)C)(CC1OC(=O)C(C(C5=CC=CC=C5)NC(=O)OC(C)(C)C)O)O)OC(=O)C6=CC=CC=C6)(CO4)OC(=O)C)OC)C)OC. Drug 2: C1=CC(=C2C(=C1NCCNCCO)C(=O)C3=C(C=CC(=C3C2=O)O)O)NCCNCCO. Cell line: MALME-3M. Synergy scores: CSS=38.2, Synergy_ZIP=-1.66, Synergy_Bliss=-1.89, Synergy_Loewe=1.30, Synergy_HSA=3.66.